This data is from NCI-60 drug combinations with 297,098 pairs across 59 cell lines. The task is: Regression. Given two drug SMILES strings and cell line genomic features, predict the synergy score measuring deviation from expected non-interaction effect. (1) Drug 1: CC1=C2C(C(=O)C3(C(CC4C(C3C(C(C2(C)C)(CC1OC(=O)C(C(C5=CC=CC=C5)NC(=O)OC(C)(C)C)O)O)OC(=O)C6=CC=CC=C6)(CO4)OC(=O)C)OC)C)OC. Drug 2: C1=NC2=C(N=C(N=C2N1C3C(C(C(O3)CO)O)O)F)N. Cell line: SN12C. Synergy scores: CSS=49.0, Synergy_ZIP=0.938, Synergy_Bliss=2.21, Synergy_Loewe=-7.82, Synergy_HSA=4.95. (2) Drug 1: C(=O)(N)NO. Drug 2: C#CCC(CC1=CN=C2C(=N1)C(=NC(=N2)N)N)C3=CC=C(C=C3)C(=O)NC(CCC(=O)O)C(=O)O. Cell line: SK-MEL-5. Synergy scores: CSS=-3.21, Synergy_ZIP=0.133, Synergy_Bliss=-3.84, Synergy_Loewe=-3.64, Synergy_HSA=-6.73. (3) Drug 1: CC1=C(C(=CC=C1)Cl)NC(=O)C2=CN=C(S2)NC3=CC(=NC(=N3)C)N4CCN(CC4)CCO. Drug 2: C1CC(=O)NC(=O)C1N2C(=O)C3=CC=CC=C3C2=O. Cell line: MOLT-4. Synergy scores: CSS=2.56, Synergy_ZIP=-0.338, Synergy_Bliss=-0.135, Synergy_Loewe=-1.77, Synergy_HSA=-2.12.